From a dataset of Full USPTO retrosynthesis dataset with 1.9M reactions from patents (1976-2016). Predict the reactants needed to synthesize the given product. (1) Given the product [NH2:8][C:9]1[C:23]([CH3:24])=[CH:22][C:12]([O:13][CH2:14][CH2:15][CH2:16][C:17]([O:19][CH2:20][CH3:21])=[O:18])=[CH:11][C:10]=1[NH:25][CH2:26][C:27]1[CH:32]=[CH:31][C:30]([Cl:33])=[CH:29][C:28]=1[Cl:34], predict the reactants needed to synthesize it. The reactants are: C(OC([N:8](C(OC(C)(C)C)=O)[C:9]1[C:23]([CH3:24])=[CH:22][C:12]([O:13][CH2:14][CH2:15][CH2:16][C:17]([O:19][CH2:20][CH3:21])=[O:18])=[CH:11][C:10]=1[NH:25][CH2:26][C:27]1[CH:32]=[CH:31][C:30]([Cl:33])=[CH:29][C:28]=1[Cl:34])=O)(C)(C)C.Cl. (2) The reactants are: [Br:1][C:2]1[CH:13]=[N:12][C:5]2=[N:6][C:7](Cl)=[C:8]([Cl:10])[N:9]=[C:4]2[CH:3]=1.[CH2:14]1[NH:19][CH2:18][CH2:17][N:16]2[CH2:20][CH2:21][CH2:22][CH:15]12. Given the product [Br:1][C:2]1[CH:13]=[N:12][C:5]2=[N:6][C:7]([N:19]3[CH2:18][CH2:17][N:16]4[CH2:20][CH2:21][CH2:22][CH:15]4[CH2:14]3)=[C:8]([Cl:10])[N:9]=[C:4]2[CH:3]=1, predict the reactants needed to synthesize it. (3) Given the product [ClH:19].[Cl:19][C:16]1[CH:17]=[CH:18][C:11]2[CH2:10][CH2:9][NH:8][CH2:14][CH2:13][C:12]=2[C:15]=1[S:20][CH2:21][C:29]1[CH:34]=[CH:33][CH:32]=[C:31]([O:35][CH3:36])[N:30]=1, predict the reactants needed to synthesize it. The reactants are: C(OC([N:8]1[CH2:14][CH2:13][C:12]2[C:15]([S:20][C:21](=O)N(C)C)=[C:16]([Cl:19])[CH:17]=[CH:18][C:11]=2[CH2:10][CH2:9]1)=O)(C)(C)C.Cl.ClC[C:29]1[CH:34]=[CH:33][CH:32]=[C:31]([O:35][CH3:36])[N:30]=1. (4) Given the product [F:1][C:2]1[CH:7]=[CH:6][C:5]([NH:8][C:9]2[N:14]3[N:15]=[CH:16][C:17]([C:18]([NH:43][S:40]([CH2:38][CH3:39])(=[O:42])=[O:41])=[O:19])=[C:13]3[N:12]=[CH:11][C:10]=2[C:21]([N:23]2[CH2:24][CH2:25][C:26]3([C:36]4[C:31](=[CH:32][CH:33]=[CH:34][CH:35]=4)[CH:30]=[CH:29]3)[CH2:27][CH2:28]2)=[O:22])=[C:4]([CH3:37])[CH:3]=1, predict the reactants needed to synthesize it. The reactants are: [F:1][C:2]1[CH:7]=[CH:6][C:5]([NH:8][C:9]2[N:14]3[N:15]=[CH:16][C:17]([C:18](O)=[O:19])=[C:13]3[N:12]=[CH:11][C:10]=2[C:21]([N:23]2[CH2:28][CH2:27][C:26]3([C:36]4[C:31](=[CH:32][CH:33]=[CH:34][CH:35]=4)[CH:30]=[CH:29]3)[CH2:25][CH2:24]2)=[O:22])=[C:4]([CH3:37])[CH:3]=1.[CH2:38]([S:40]([NH2:43])(=[O:42])=[O:41])[CH3:39].